From a dataset of Catalyst prediction with 721,799 reactions and 888 catalyst types from USPTO. Predict which catalyst facilitates the given reaction. Reactant: [C:1]([C:3]1[N:7]([CH3:8])[C:6]([C:9]2[CH:10]=[C:11]3[C:15](=[CH:16][CH:17]=2)[NH:14][C:13](=NC#N)[C:12]23[CH2:25][CH2:24][CH2:23][CH2:22][CH2:21]2)=[CH:5][CH:4]=1)#[N:2].C(NCC)C. Product: [C:1]([C:3]1[N:7]([CH3:8])[C:6]([C:9]2[CH:10]=[C:11]3[C:15](=[CH:16][CH:17]=2)[N:14]=[CH:13][C:12]23[CH2:25][CH2:24][CH2:23][CH2:22][CH2:21]2)=[CH:5][CH:4]=1)#[N:2]. The catalyst class is: 1.